This data is from Forward reaction prediction with 1.9M reactions from USPTO patents (1976-2016). The task is: Predict the product of the given reaction. (1) Given the reactants [NH2:1][C:2]1[CH:7]=[CH:6][CH:5]=[CH:4][C:3]=1[NH:8][C:9](=[O:28])[C:10]1[CH:15]=[CH:14][C:13]([CH2:16][N:17]2[CH2:25][C:24]3[C:19](=[CH:20][CH:21]=[CH:22][C:23]=3Br)[C:18]2=[O:27])=[CH:12][CH:11]=1.[C:29]1([C:35]2[CH:40]=[CH:39][C:38](B(O)O)=[CH:37][CH:36]=2)[CH:34]=[CH:33][CH:32]=[CH:31][CH:30]=1, predict the reaction product. The product is: [NH2:1][C:2]1[CH:7]=[CH:6][CH:5]=[CH:4][C:3]=1[NH:8][C:9](=[O:28])[C:10]1[CH:15]=[CH:14][C:13]([CH2:16][N:17]2[CH2:25][C:24]3[C:19](=[CH:20][CH:21]=[CH:22][C:23]=3[C:38]3[CH:39]=[CH:40][C:35]([C:29]4[CH:34]=[CH:33][CH:32]=[CH:31][CH:30]=4)=[CH:36][CH:37]=3)[C:18]2=[O:27])=[CH:12][CH:11]=1. (2) Given the reactants [O:1]1[CH2:5][CH2:4][CH2:3][CH:2]1[CH2:6][NH2:7].C(N(CC)CC)C.[Cl:15][C:16]1[N:25]=[C:24](Cl)[C:23]2[C:18](=[CH:19][CH:20]=[CH:21][CH:22]=2)[N:17]=1, predict the reaction product. The product is: [Cl:15][C:16]1[N:25]=[C:24]([NH:7][CH2:6][CH:2]2[CH2:3][CH2:4][CH2:5][O:1]2)[C:23]2[C:18](=[CH:19][CH:20]=[CH:21][CH:22]=2)[N:17]=1. (3) The product is: [N:1]1([C:10]([C:12]2[CH:13]=[CH:14][C:15]([O:38][CH3:39])=[C:16]([CH:37]=2)[CH2:17][S:18][C:19]2[N:23]([CH2:24][C:25]([OH:27])=[O:26])[C:22]3[CH:32]=[CH:33][C:34]([F:36])=[CH:35][C:21]=3[N:20]=2)=[O:11])[C:9]2[C:4](=[CH:5][CH:6]=[CH:7][CH:8]=2)[CH2:3][CH2:2]1. Given the reactants [N:1]1([C:10]([C:12]2[CH:13]=[CH:14][C:15]([O:38][CH3:39])=[C:16]([CH:37]=2)[CH2:17][S:18][C:19]2[N:23]([CH2:24][C:25]([O:27]C(C)(C)C)=[O:26])[C:22]3[CH:32]=[CH:33][C:34]([F:36])=[CH:35][C:21]=3[N:20]=2)=[O:11])[C:9]2[C:4](=[CH:5][CH:6]=[CH:7][CH:8]=2)[CH2:3][CH2:2]1.C(O)(C(F)(F)F)=O.ClCCl, predict the reaction product. (4) Given the reactants Br[C:2]1[CH:3]=[C:4]([F:20])[C:5]([O:10][C:11]2[CH:16]=[CH:15][C:14]([C:17]#[N:18])=[C:13]([Cl:19])[CH:12]=2)=[C:6]([CH:9]=1)[C:7]#[N:8].[CH2:21]([SH:28])[C:22]1[CH:27]=[CH:26][CH:25]=[CH:24][CH:23]=1, predict the reaction product. The product is: [CH2:21]([S:28][C:2]1[CH:3]=[C:4]([F:20])[C:5]([O:10][C:11]2[CH:16]=[CH:15][C:14]([C:17]#[N:18])=[C:13]([Cl:19])[CH:12]=2)=[C:6]([CH:9]=1)[C:7]#[N:8])[C:22]1[CH:27]=[CH:26][CH:25]=[CH:24][CH:23]=1. (5) Given the reactants [CH2:1]([Si:3]([CH3:22])([CH3:21])[C:4]1[CH:8]=[C:7]([C:9]([O:11]CC)=[O:10])[N:6]([C:14]2[CH:19]=[CH:18][C:17]([CH3:20])=[CH:16][CH:15]=2)[N:5]=1)[CH3:2].[OH-].[Na+], predict the reaction product. The product is: [CH2:1]([Si:3]([CH3:21])([CH3:22])[C:4]1[CH:8]=[C:7]([C:9]([OH:11])=[O:10])[N:6]([C:14]2[CH:15]=[CH:16][C:17]([CH3:20])=[CH:18][CH:19]=2)[N:5]=1)[CH3:2]. (6) Given the reactants [CH3:1][C:2]1([C:7]2[O:11][C:10]([CH2:12][N:13]3[CH:17]=[C:16]([NH2:18])[CH:15]=[N:14]3)=[CH:9][CH:8]=2)[O:6]CCO1.[CH3:19][O:20][C:21]1[C:26]([O:27][CH3:28])=[CH:25][CH:24]=[CH:23][C:22]=1/[CH:29]=[CH:30]/[C:31](O)=[O:32], predict the reaction product. The product is: [C:2]([C:7]1[O:11][C:10]([CH2:12][N:13]2[CH:17]=[C:16]([NH:18][C:31](=[O:32])/[CH:30]=[CH:29]/[C:22]3[CH:23]=[CH:24][CH:25]=[C:26]([O:27][CH3:28])[C:21]=3[O:20][CH3:19])[CH:15]=[N:14]2)=[CH:9][CH:8]=1)(=[O:6])[CH3:1].